From a dataset of Full USPTO retrosynthesis dataset with 1.9M reactions from patents (1976-2016). Predict the reactants needed to synthesize the given product. (1) Given the product [CH3:1][O:2][C:3]1[CH:12]=[C:11]2[C:6]([C:7](=[O:14])[CH:8]=[C:9]([CH3:13])[NH:10]2)=[CH:5][C:4]=1[C:19]1[N:24]=[N:23][C:22]([N:25]([CH3:36])[CH:26]2[CH2:31][C:30]([CH3:32])([CH3:33])[NH:29][C:28]([CH3:35])([CH3:34])[CH2:27]2)=[CH:21][CH:20]=1, predict the reactants needed to synthesize it. The reactants are: [CH3:1][O:2][C:3]1[CH:12]=[C:11]2[C:6]([C:7](=[O:14])[CH:8]=[C:9]([CH3:13])[NH:10]2)=[CH:5][C:4]=1B(O)O.Cl[C:19]1[N:24]=[N:23][C:22]([N:25]([CH3:36])[CH:26]2[CH2:31][C:30]([CH3:33])([CH3:32])[NH:29][C:28]([CH3:35])([CH3:34])[CH2:27]2)=[CH:21][CH:20]=1.C([O-])([O-])=O.[Na+].[Na+]. (2) Given the product [CH2:1]([O:3][C:4](=[O:37])[CH2:5][C:6]1[CH:11]=[CH:10][CH:9]=[C:8]([O:12][C:13]2[CH:18]=[CH:17][C:16]([NH2:19])=[CH:15][C:14]=2[CH2:22][N:23]([C:33]([O:35][CH3:36])=[O:34])[C@@H:24]([CH3:32])[CH2:25][C:26]2[CH:27]=[CH:28][CH:29]=[CH:30][CH:31]=2)[CH:7]=1)[CH3:2], predict the reactants needed to synthesize it. The reactants are: [CH2:1]([O:3][C:4](=[O:37])[CH2:5][C:6]1[CH:11]=[CH:10][CH:9]=[C:8]([O:12][C:13]2[CH:18]=[CH:17][C:16]([N+:19]([O-])=O)=[CH:15][C:14]=2[CH2:22][N:23]([C:33]([O:35][CH3:36])=[O:34])[C@@H:24]([CH3:32])[CH2:25][C:26]2[CH:31]=[CH:30][CH:29]=[CH:28][CH:27]=2)[CH:7]=1)[CH3:2].